Task: Predict the product of the given reaction.. Dataset: Forward reaction prediction with 1.9M reactions from USPTO patents (1976-2016) (1) Given the reactants [C:1]([O:5][C:6](=[O:25])[CH:7]=[CH:8][C:9]1[CH:14]=[CH:13][C:12]([O:15][CH2:16][C:17]2[CH:22]=[CH:21][CH:20]=[CH:19][CH:18]=2)=[CH:11][C:10]=1[CH:23]=[O:24])([CH3:4])([CH3:3])[CH3:2].CC(=CC)C.[O-:31]Cl=O.[Na+], predict the reaction product. The product is: [CH2:16]([O:15][C:12]1[CH:13]=[CH:14][C:9]([CH:8]=[CH:7][C:6]([O:5][C:1]([CH3:4])([CH3:2])[CH3:3])=[O:25])=[C:10]([CH:11]=1)[C:23]([OH:31])=[O:24])[C:17]1[CH:18]=[CH:19][CH:20]=[CH:21][CH:22]=1. (2) Given the reactants [CH3:1][CH:2]([CH2:4][CH2:5][CH2:6][C@H:7]([C@@H:9]1[C@:26]2([CH3:27])[C@H:12]([C@H:13]3[C@H:23]([CH2:24][CH2:25]2)[C@:21]2([CH3:22])[C:16]([CH2:17][C@@H:18]([O:28][CH2:29][C:30]([O:32]C(C)(C)C)=[O:31])[CH2:19][CH2:20]2)=[CH:15][CH2:14]3)[CH2:11][CH2:10]1)[CH3:8])[CH3:3].C(OCC)C, predict the reaction product. The product is: [CH3:3][CH:2]([CH2:4][CH2:5][CH2:6][C@H:7]([C@@H:9]1[C@:26]2([CH3:27])[C@H:12]([C@H:13]3[C@H:23]([CH2:24][CH2:25]2)[C@:21]2([CH3:22])[C:16]([CH2:17][C@@H:18]([O:28][CH2:29][C:30]([OH:32])=[O:31])[CH2:19][CH2:20]2)=[CH:15][CH2:14]3)[CH2:11][CH2:10]1)[CH3:8])[CH3:1]. (3) The product is: [CH2:1]([O:5][CH:7]1[CH2:8][CH2:9][CH2:10][CH2:11][O:6]1)[CH2:2][C:3]#[CH:4]. Given the reactants [CH2:1]([OH:5])[CH2:2][C:3]#[CH:4].[O:6]1[CH:11]=[CH:10][CH2:9][CH2:8][CH2:7]1.C1(C)C=CC(S([O-])(=O)=O)=CC=1.[NH+]1C=CC=CC=1.O, predict the reaction product. (4) Given the reactants Br[C:2]([CH3:9])([CH3:8])[C:3]([O:5][CH2:6][CH3:7])=[O:4].I([Si](C)(C)C)=O.[CH3:16][O:17][C:18]1[CH:23]=[CH:22][C:21]([CH2:24][C:25]#N)=[CH:20][CH:19]=1.[C:27]([BH3-])#[N:28].[Na+].N, predict the reaction product. The product is: [CH2:6]([O:5][C:3](=[O:4])[C:2]([CH3:9])([CH3:8])[CH:25]([NH:28][CH2:27][CH2:2][C:3]([O:5][CH2:6][CH3:7])=[O:4])[CH2:24][C:21]1[CH:22]=[CH:23][C:18]([O:17][CH3:16])=[CH:19][CH:20]=1)[CH3:7].